Dataset: Forward reaction prediction with 1.9M reactions from USPTO patents (1976-2016). Task: Predict the product of the given reaction. (1) The product is: [Cl:1][C:2]1[CH:7]=[CH:6][C:5]([C:8]2[O:12][C:11]([CH3:13])=[C:10]([CH:14]([CH:16]3[CH2:21][CH2:20][CH2:19][CH2:18][CH2:17]3)[OH:15])[CH:9]=2)=[CH:4][CH:3]=1. Given the reactants [Cl:1][C:2]1[CH:7]=[CH:6][C:5]([C:8]2[O:12][C:11]([CH3:13])=[C:10]([CH:14]=[O:15])[CH:9]=2)=[CH:4][CH:3]=1.[CH:16]1([Mg]Br)[CH2:21][CH2:20][CH2:19][CH2:18][CH2:17]1.O1CCCC1, predict the reaction product. (2) The product is: [F:40][C:41]([F:46])([F:45])[C:42]([OH:44])=[O:43].[N:23]1[C:22]2[NH:26][CH:27]=[CH:28][C:21]=2[C:20]([C:18]2[CH:17]=[N:16][N:15]([C:4]3([CH2:3][C:1]#[N:2])[CH2:7][NH:6][CH2:5]3)[CH:19]=2)=[N:25][CH:24]=1. Given the reactants [C:1]([CH2:3][C:4]1([N:15]2[CH:19]=[C:18]([C:20]3[C:21]4[CH:28]=[CH:27][N:26](COCC[Si](C)(C)C)[C:22]=4[N:23]=[CH:24][N:25]=3)[CH:17]=[N:16]2)[CH2:7][N:6](C(OC(C)(C)C)=O)[CH2:5]1)#[N:2].C(Cl)Cl.[F:40][C:41]([F:46])([F:45])[C:42]([OH:44])=[O:43], predict the reaction product. (3) Given the reactants [F:1][C:2]1[C:20]([C:21]([F:24])([F:23])[F:22])=[CH:19][C:5]2[NH:6][C:7](=[N:9][C:10](=[O:18])[C:11]3[CH:16]=[CH:15][CH:14]=[C:13]([Cl:17])[CH:12]=3)[S:8][C:4]=2[CH:3]=1.Br[CH:26]([CH2:31][CH3:32])[C:27]([O:29]C)=[O:28].ClC1C=CC2NC(=NC(=O)C3C=CC=C(C(F)(F)F)C=3)SC=2C=1F.BrCC(OCC)=O, predict the reaction product. The product is: [Cl:17][C:13]1[CH:12]=[C:11]([CH:16]=[CH:15][CH:14]=1)[C:10]([N:9]=[C:7]1[N:6]([CH:26]([CH2:31][CH3:32])[C:27]([OH:29])=[O:28])[C:5]2[CH:19]=[C:20]([C:21]([F:22])([F:23])[F:24])[C:2]([F:1])=[CH:3][C:4]=2[S:8]1)=[O:18]. (4) Given the reactants CN(C)C=O.Cl[C:7]1[CH:15]=[CH:14][C:10]([C:11]([OH:13])=[O:12])=[CH:9][N:8]=1.[CH:16]1([OH:22])[CH2:21][CH2:20][CH2:19][CH2:18][CH2:17]1.[H-].[Na+], predict the reaction product. The product is: [CH:16]1([O:22][C:7]2[CH:15]=[CH:14][C:10]([C:11]([OH:13])=[O:12])=[CH:9][N:8]=2)[CH2:21][CH2:20][CH2:19][CH2:18][CH2:17]1. (5) Given the reactants [OH:1][C:2]1[CH:11]=[CH:10][C:9]2[C:4](=[CH:5][CH:6]=[CH:7][CH:8]=2)[N:3]=1.[Cl:12][S:13](O)(=[O:15])=[O:14], predict the reaction product. The product is: [O:1]=[C:2]1[CH:11]=[CH:10][C:9]2[C:4](=[CH:5][CH:6]=[C:7]([S:13]([Cl:12])(=[O:15])=[O:14])[CH:8]=2)[NH:3]1. (6) The product is: [Cl:1][C:2]1[CH:3]=[N+:4]([O-:46])[CH:5]=[C:6]([Cl:45])[C:7]=1[CH2:8][C@@H:9]([C:30]1[CH:35]=[CH:34][C:33]([O:36][CH:37]([F:38])[F:39])=[C:32]([O:40][CH2:41][CH:42]2[CH2:43][CH2:44]2)[CH:31]=1)[O:10][C:11](=[O:29])[CH2:12][O:13][C:14](=[O:28])[C:15]1[CH:20]=[CH:19][C:18]([O:21][CH3:22])=[C:17]([N:23]([CH2:54][CH2:55][N:56]2[CH2:61][CH2:60][O:59][CH2:58][CH2:57]2)[S:24]([CH3:27])(=[O:26])=[O:25])[CH:16]=1. Given the reactants [Cl:1][C:2]1[CH:3]=[N+:4]([O-:46])[CH:5]=[C:6]([Cl:45])[C:7]=1[CH2:8][C@@H:9]([C:30]1[CH:35]=[CH:34][C:33]([O:36][CH:37]([F:39])[F:38])=[C:32]([O:40][CH2:41][CH:42]2[CH2:44][CH2:43]2)[CH:31]=1)[O:10][C:11](=[O:29])[CH2:12][O:13][C:14](=[O:28])[C:15]1[CH:20]=[CH:19][C:18]([O:21][CH3:22])=[C:17]([NH:23][S:24]([CH3:27])(=[O:26])=[O:25])[CH:16]=1.C([O-])([O-])=O.[K+].[K+].Cl[CH2:54][CH2:55][N:56]1[CH2:61][CH2:60][O:59][CH2:58][CH2:57]1, predict the reaction product. (7) Given the reactants [CH2:1]([O:3][C:4](=[O:14])/[CH:5]=[CH:6]/[C:7]1[CH:12]=[CH:11][C:10](Br)=[CH:9][CH:8]=1)[CH3:2].[Cl:15][C:16]1[C:21]([Cl:22])=[CH:20][CH:19]=[CH:18][C:17]=1B(O)O, predict the reaction product. The product is: [CH2:1]([O:3][C:4](=[O:14])[C@@H:5]([O:3][CH2:1][CH3:2])[CH2:6][C:7]1[CH:12]=[CH:11][C:10]([O:14][CH2:4]/[CH:5]=[CH:6]/[C:7]2[CH:12]=[CH:11][C:10]([C:17]3[CH:18]=[CH:19][CH:20]=[C:21]([Cl:22])[C:16]=3[Cl:15])=[CH:9][CH:8]=2)=[CH:9][CH:8]=1)[CH3:2]. (8) Given the reactants [OH-:1].[Na+].[Cl:3][C:4]1[CH:5]=[C:6]([F:11])[C:7](F)=[N:8][CH:9]=1, predict the reaction product. The product is: [Cl:3][C:4]1[CH:5]=[C:6]([F:11])[C:7]([OH:1])=[N:8][CH:9]=1. (9) Given the reactants [Br-].[CH3:2][CH:3]([CH3:26])[CH2:4][CH2:5][CH2:6][P+](C1C=CC=CC=1)(C1C=CC=CC=1)C1C=CC=CC=1.[Li+].C[Si]([N-][Si](C)(C)C)(C)C.[Cl:37][C:38]1[CH:39]=[C:40]2[C:44](=[CH:45][CH:46]=1)[NH:43][C:42]([CH:47]=O)=[CH:41]2, predict the reaction product. The product is: [Cl:37][C:38]1[CH:39]=[C:40]2[C:44](=[CH:45][CH:46]=1)[NH:43][C:42]([CH:47]=[CH:6][CH2:5][CH2:4][CH:3]([CH3:26])[CH3:2])=[CH:41]2. (10) Given the reactants [C:1]([NH:4][C:5]1[C:19]([NH2:20])=[CH:18][CH:17]=[CH:16][C:6]=1[O:7][CH2:8][CH2:9][CH2:10][C:11]([O:13][CH2:14][CH3:15])=[O:12])(=[O:3])[CH3:2].Br[CH2:22][C:23]1[CH:28]=[CH:27][C:26]([O:29][CH2:30][CH2:31][CH2:32][CH2:33][CH3:34])=[CH:25][C:24]=1[Cl:35].C(=O)([O-])[O-].[K+].[K+], predict the reaction product. The product is: [C:1]([NH:4][C:5]1[C:19]([NH:20][CH2:22][C:23]2[CH:28]=[CH:27][C:26]([O:29][CH2:30][CH2:31][CH2:32][CH2:33][CH3:34])=[CH:25][C:24]=2[Cl:35])=[CH:18][CH:17]=[CH:16][C:6]=1[O:7][CH2:8][CH2:9][CH2:10][C:11]([O:13][CH2:14][CH3:15])=[O:12])(=[O:3])[CH3:2].